Dataset: Reaction yield outcomes from USPTO patents with 853,638 reactions. Task: Predict the reaction yield, written as a fraction of the theoretical maximum amount of product (1.0 means a 100% yield; for example, 0.34 means a 34% yield). The reactants are [Br:1][C:2]1[CH:35]=[C:34]([F:36])[CH:33]=[CH:32][C:3]=1[O:4][C:5]1[C:6]([NH:20][C:21]2[S:22][CH:23]=[C:24]([CH:26]3[CH2:31][CH2:30][NH:29][CH2:28][CH2:27]3)[N:25]=2)=[N:7][CH:8]=[C:9]([S:11][C:12]2[CH:17]=[CH:16][CH:15]=[C:14]([O:18][CH3:19])[CH:13]=2)[CH:10]=1.C(N(CC)CC)C.[CH3:44][C:45](OC(C)=O)=[O:46].[ClH:51]. The catalyst is C(Cl)Cl. The product is [ClH:51].[Br:1][C:2]1[CH:35]=[C:34]([F:36])[CH:33]=[CH:32][C:3]=1[O:4][C:5]1[C:6]([NH:20][C:21]2[S:22][CH:23]=[C:24]([CH:26]3[CH2:31][CH2:30][N:29]([C:45](=[O:46])[CH3:44])[CH2:28][CH2:27]3)[N:25]=2)=[N:7][CH:8]=[C:9]([S:11][C:12]2[CH:17]=[CH:16][CH:15]=[C:14]([O:18][CH3:19])[CH:13]=2)[CH:10]=1. The yield is 0.842.